This data is from Peptide-MHC class II binding affinity with 134,281 pairs from IEDB. The task is: Regression. Given a peptide amino acid sequence and an MHC pseudo amino acid sequence, predict their binding affinity value. This is MHC class II binding data. (1) The peptide sequence is AAVDKDAVIVAAAGN. The MHC is DRB5_0101 with pseudo-sequence DRB5_0101. The binding affinity (normalized) is 0.620. (2) The peptide sequence is RQHGSEEWEPLTKKG. The MHC is HLA-DPA10201-DPB10101 with pseudo-sequence HLA-DPA10201-DPB10101. The binding affinity (normalized) is 0.113. (3) The peptide sequence is LANAGRSSGSRRPLG. The MHC is DRB1_0301 with pseudo-sequence DRB1_0301. The binding affinity (normalized) is 0.240. (4) The peptide sequence is LIEVNPPFGDSYIIV. The MHC is HLA-DQA10501-DQB10303 with pseudo-sequence HLA-DQA10501-DQB10303. The binding affinity (normalized) is 0. (5) The peptide sequence is NGSQFFLCTAKTAWL. The MHC is DRB1_0405 with pseudo-sequence DRB1_0405. The binding affinity (normalized) is 0.686. (6) The peptide sequence is NDVSTYASGKVWGQK. The MHC is DRB1_0802 with pseudo-sequence DRB1_0802. The binding affinity (normalized) is 0.375. (7) The peptide sequence is VTVDSIGMLPRF. The MHC is DRB1_0405 with pseudo-sequence DRB1_0405. The binding affinity (normalized) is 0. (8) The peptide sequence is LVGPTPVNIIGRNMLTQIGC. The MHC is DRB1_0901 with pseudo-sequence DRB1_0901. The binding affinity (normalized) is 0.214. (9) The peptide sequence is VTFHVEKGSNPNYLA. The MHC is HLA-DQA10301-DQB10302 with pseudo-sequence HLA-DQA10301-DQB10302. The binding affinity (normalized) is 0.0897.